Dataset: Reaction yield outcomes from USPTO patents with 853,638 reactions. Task: Predict the reaction yield, written as a fraction of the theoretical maximum amount of product (1.0 means a 100% yield; for example, 0.34 means a 34% yield). The reactants are [CH3:1][O:2][C:3]1[CH:4]=[C:5]2[C:10](=[CH:11][C:12]=1[O:13][CH3:14])[N:9]=[CH:8][N:7]=[C:6]2[O:15][C:16]1[CH:22]=[CH:21][C:19]([NH2:20])=[CH:18][CH:17]=1.Cl[C:24](Cl)([O:26][C:27](=[O:33])OC(Cl)(Cl)Cl)Cl.[CH:35]1(CO)[CH2:39][CH2:38][CH2:37][CH2:36]1.C(=O)(O)[O-].[Na+]. The catalyst is C(Cl)Cl.C(N(CC)CC)C.C1(C)C=CC=CC=1. The product is [CH3:1][O:2][C:3]1[CH:4]=[C:5]2[C:10](=[CH:11][C:12]=1[O:13][CH3:14])[N:9]=[CH:8][N:7]=[C:6]2[O:15][C:16]1[CH:22]=[CH:21][C:19]([NH:20][C:27](=[O:33])[O:26][CH2:24][CH:35]2[CH2:39][CH2:38][CH2:37][CH2:36]2)=[CH:18][CH:17]=1. The yield is 0.750.